From a dataset of Full USPTO retrosynthesis dataset with 1.9M reactions from patents (1976-2016). Predict the reactants needed to synthesize the given product. (1) The reactants are: C([N:8]1[CH2:16][C:15]2[C:10](=[CH:11][CH:12]=[C:13]([O:17][C:18]3[CH:26]=[CH:25][C:21]([C:22]([NH2:24])=[O:23])=[CH:20][N:19]=3)[CH:14]=2)[CH2:9]1)C1C=CC=CC=1.[H][H]. Given the product [CH2:9]1[C:10]2[C:15](=[CH:14][C:13]([O:17][C:18]3[CH:26]=[CH:25][C:21]([C:22]([NH2:24])=[O:23])=[CH:20][N:19]=3)=[CH:12][CH:11]=2)[CH2:16][NH:8]1, predict the reactants needed to synthesize it. (2) Given the product [CH3:1][C@H:2]1[C@@H:7]2[CH2:8][CH2:9][C:10]3[CH:11]=[N:12][C:13]([C:16]4[CH:17]=[N:18][CH:19]=[N:20][CH:21]=4)=[N:14][C:15]=3[C@@:6]2([C:22]2[CH:27]=[CH:26][CH:25]=[CH:24][CH:23]=2)[CH:5]=[C:4]([C:28]#[N:29])[C:3]1=[O:30], predict the reactants needed to synthesize it. The reactants are: [CH3:1][C@H:2]1[C@@H:7]2[CH2:8][CH2:9][C:10]3[CH:11]=[N:12][C:13]([C:16]4[CH:17]=[N:18][CH:19]=[N:20][CH:21]=4)=[N:14][C:15]=3[C@@:6]2([C:22]2[CH:27]=[CH:26][CH:25]=[CH:24][CH:23]=2)[CH2:5][CH:4]([C:28]#[N:29])[C:3]1=[O:30].BrN1C(C)(C)C(=O)N(Br)C1=O.N1C=CC=CC=1. (3) Given the product [CH2:1]([O:3][C:4](=[O:44])[CH2:5][CH2:6][CH2:7][O:8][C:9]1[CH:14]=[CH:13][CH:12]=[C:11]([CH2:15][CH2:16][CH2:17][CH2:18][CH2:19][CH2:20][O:21][C:22]2[CH:27]=[C:26]([C:47]3[CH:48]=[CH:49][S:45][CH:46]=3)[CH:25]=[C:24]([O:29][CH2:30][C:31]3[CH:36]=[CH:35][CH:34]=[CH:33][CH:32]=3)[CH:23]=2)[C:10]=1[CH2:37][CH2:38][C:39]([O:41][CH2:42][CH3:43])=[O:40])[CH3:2], predict the reactants needed to synthesize it. The reactants are: [CH2:1]([O:3][C:4](=[O:44])[CH2:5][CH2:6][CH2:7][O:8][C:9]1[CH:14]=[CH:13][CH:12]=[C:11]([CH2:15][CH2:16][CH2:17][CH2:18][CH2:19][CH2:20][O:21][C:22]2[CH:27]=[C:26](Br)[CH:25]=[C:24]([O:29][CH2:30][C:31]3[CH:36]=[CH:35][CH:34]=[CH:33][CH:32]=3)[CH:23]=2)[C:10]=1[CH2:37][CH2:38][C:39]([O:41][CH2:42][CH3:43])=[O:40])[CH3:2].[S:45]1[CH:49]=[CH:48][C:47](B(O)O)=[CH:46]1.C(=O)([O-])[O-].[Cs+].[Cs+]. (4) Given the product [CH3:5][C:6]1[CH:7]=[CH:8][C:9]([C:12]2[N:16]([C:17]3[CH:22]=[CH:21][CH:20]=[CH:19][N:18]=3)[N:15]=[C:14]([C:23]([OH:25])=[O:24])[CH:13]=2)=[N:10][CH:11]=1, predict the reactants needed to synthesize it. The reactants are: [O-]CC.[Na+].[CH3:5][C:6]1[CH:7]=[CH:8][C:9]([C:12]2[N:16]([C:17]3[CH:22]=[CH:21][CH:20]=[CH:19][N:18]=3)[N:15]=[C:14]([C:23]([O:25]CC)=[O:24])[CH:13]=2)=[N:10][CH:11]=1.O.C(OCC)C. (5) Given the product [CH2:25]([O:22][C:19]1[CH:20]=[CH:21][C:16]([C:7]2([C:9]3[CH:14]=[CH:13][C:12]([O:15][CH2:31][CH:30]=[CH2:29])=[CH:11][CH:10]=3)[CH2:8][CH:5]([CH2:1][CH2:2][CH2:3][CH3:4])[CH2:6]2)=[CH:17][CH:18]=1)[CH:26]=[CH2:27], predict the reactants needed to synthesize it. The reactants are: [CH2:1]([CH:5]1[CH2:8][C:7]([C:16]2[CH:21]=[CH:20][C:19]([OH:22])=[CH:18][CH:17]=2)([C:9]2[CH:14]=[CH:13][C:12]([OH:15])=[CH:11][CH:10]=2)[CH2:6]1)[CH2:2][CH2:3][CH3:4].[OH-].[K+].[CH2:25](Br)[CH:26]=[CH2:27].[CH3:29][CH2:30][CH2:31]CCC.